Dataset: Reaction yield outcomes from USPTO patents with 853,638 reactions. Task: Predict the reaction yield, written as a fraction of the theoretical maximum amount of product (1.0 means a 100% yield; for example, 0.34 means a 34% yield). (1) The reactants are [C:1]([O:4][CH:5]([CH:20]([CH3:22])[CH3:21])[C:6]([CH3:19])([CH3:18])[CH2:7][O:8][C:9]1[CH:14]=[CH:13][CH:12]=[C:11]([NH2:15])[C:10]=1[C:16]#[N:17])(=[O:3])[CH3:2].[S:23](Cl)(=[O:26])(=[O:25])[NH2:24]. No catalyst specified. The product is [C:1]([O:4][CH:5]([CH:20]([CH3:22])[CH3:21])[C:6]([CH3:19])([CH3:18])[CH2:7][O:8][C:9]1[CH:14]=[CH:13][CH:12]=[C:11]([NH:15][S:23](=[O:26])(=[O:25])[NH2:24])[C:10]=1[C:16]#[N:17])(=[O:3])[CH3:2]. The yield is 0.900. (2) The product is [CH3:17][NH:16][C:14](=[O:15])[CH2:13][NH:5][CH2:4][C:3]([NH:2][CH3:1])=[O:18]. The reactants are [CH3:1][NH:2][C:3](=[O:18])[CH2:4][N:5]([CH2:13][C:14]([NH:16][CH3:17])=[O:15])CC1C=CC=CC=1. The yield is 1.00. The catalyst is CO.[Pd]. (3) The reactants are [CH3:1][S:2]([N:5]1[CH2:10][CH2:9][NH:8][CH2:7][CH2:6]1)(=[O:4])=[O:3].[Br:11][C:12]1[CH:13]=[CH:14][C:15]([S:18](Cl)(=[O:20])=[O:19])=[N:16][CH:17]=1. No catalyst specified. The product is [Br:11][C:12]1[CH:13]=[CH:14][C:15]([S:18]([N:8]2[CH2:9][CH2:10][N:5]([S:2]([CH3:1])(=[O:4])=[O:3])[CH2:6][CH2:7]2)(=[O:20])=[O:19])=[N:16][CH:17]=1. The yield is 0.930. (4) The product is [C:18]([Si:15]([CH3:17])([CH3:16])[O:14][CH2:13][CH2:12][CH2:11][CH2:10][C:7]1[CH:6]=[CH:5][C:4]([CH2:3][OH:2])=[CH:9][CH:8]=1)([CH3:19])([CH3:21])[CH3:20]. The catalyst is C1COCC1. The reactants are C[O:2][C:3](=O)[C:4]1[CH:9]=[CH:8][C:7]([CH2:10][CH2:11][CH2:12][CH2:13][O:14][Si:15]([C:18]([CH3:21])([CH3:20])[CH3:19])([CH3:17])[CH3:16])=[CH:6][CH:5]=1.[H-].[Al+3].[Li+].[H-].[H-].[H-]. The yield is 0.890. (5) The reactants are [C:1]1(=[O:6])[CH2:5][CH2:4][CH:3]=[CH:2]1.[CH:7]1[CH2:11][CH:10]=[CH:9][CH:8]=1.Cl(O)(=O)(=O)=O.C([C@@H]1N[C@H](C2OC(C)=CC=2)N(C)C1=O)C1C=CC=CC=1. The catalyst is O. The product is [C@@H:9]12[CH2:10][C@H:11]([CH:7]=[CH:8]1)[C@@H:3]1[C@@H:2]2[C:1](=[O:6])[CH2:5][CH2:4]1. The yield is 0.810. (6) The reactants are [F:1][C:2]([F:31])([F:30])[C:3]([C:12]1[CH:26]=[CH:25][C:15]([O:16][C:17]2[CH:18]=[C:19]([CH2:23]O)[CH:20]=[CH:21][CH:22]=2)=[C:14]([CH2:27][CH2:28][CH3:29])[CH:13]=1)([O:8][CH2:9][O:10][CH3:11])[C:4]([F:7])([F:6])[F:5].C1(P(C2C=CC=CC=2)C2C=CC=CC=2)C=CC=CC=1.C(Br)(Br)(Br)[Br:52]. The catalyst is C(Cl)Cl. The product is [Br:52][CH2:23][C:19]1[CH:18]=[C:17]([CH:22]=[CH:21][CH:20]=1)[O:16][C:15]1[CH:25]=[CH:26][C:12]([C:3]([O:8][CH2:9][O:10][CH3:11])([C:4]([F:7])([F:6])[F:5])[C:2]([F:31])([F:30])[F:1])=[CH:13][C:14]=1[CH2:27][CH2:28][CH3:29]. The yield is 0.850. (7) The reactants are [CH2:1]([N:8]([CH2:12][C:13]1[N:14]=[CH:15][NH:16][C:17]=1[C:18]([O:20][CH3:21])=[O:19])[CH2:9][CH2:10]O)[C:2]1[CH:7]=[CH:6][CH:5]=[CH:4][CH:3]=1.S(Cl)([Cl:24])=O. The catalyst is C(Cl)Cl. The product is [ClH:24].[CH2:1]([N:8]([CH2:12][C:13]1[N:14]=[CH:15][NH:16][C:17]=1[C:18]([O:20][CH3:21])=[O:19])[CH2:9][CH2:10][Cl:24])[C:2]1[CH:7]=[CH:6][CH:5]=[CH:4][CH:3]=1. The yield is 1.00. (8) The reactants are [CH3:1][C:2]1[CH:7]=[CH:6][C:5]([S:8]([O:11][CH2:12][CH:13]2[CH2:17][C:16]3[CH:18]=[CH:19][CH:20]=[C:21](Br)[C:15]=3[O:14]2)(=[O:10])=[O:9])=[CH:4][CH:3]=1.[Cl:23][C:24]1[CH:29]=[C:28]([Cl:30])[CH:27]=[CH:26][C:25]=1B(O)O.C(=O)([O-])[O-].[K+].[K+].CC1C=CC(S(OCC2CC3C(C4C=CC=CC=4)=CC=CC=3O2)(=O)=O)=CC=1. The catalyst is CC1C=CC=CC=1[P](C1C=CC=CC=1C)([Pd](Cl)(Cl)[P](C1=C(C)C=CC=C1)(C1C=CC=CC=1C)C1C=CC=CC=1C)C1C=CC=CC=1C. The product is [CH3:1][C:2]1[CH:7]=[CH:6][C:5]([S:8]([O:11][CH2:12][CH:13]2[CH2:17][C:16]3[CH:18]=[CH:19][CH:20]=[C:21]([C:27]4[CH:26]=[CH:25][C:24]([Cl:23])=[CH:29][C:28]=4[Cl:30])[C:15]=3[O:14]2)(=[O:10])=[O:9])=[CH:4][CH:3]=1. The yield is 0.750. (9) The reactants are [NH2:1][C@:2]12[CH2:37][CH2:36][C@@H:35]([C:38]([CH3:40])=[CH2:39])[C@@H:3]1[C@@H:4]1[C@@:17]([CH3:20])([CH2:18][CH2:19]2)[C@@:16]2([CH3:21])[C@@H:7]([C@:8]3([CH3:34])[C@@H:13]([CH2:14][CH2:15]2)[C:12]([CH3:23])([CH3:22])[C:11]([C:24]2[CH:33]=[CH:32][C:27]([C:28]([O:30]C)=[O:29])=[CH:26][CH:25]=2)=[CH:10][CH2:9]3)[CH2:6][CH2:5]1.CN(C)CCC(N[C@]12CC[C@@H](C(C)=C)[C@@H]1[C@@H]1[C@@](C)(CC2)[C@@]2(C)[C@@H]([C@]3(C)[C@@H](CC2)C(C)(C)C(C2C=CC(C(O)=O)=CC=2)=CC3)CC1)=O.Cl.[N:88]1([CH2:93][C:94](O)=[O:95])[CH:92]=[CH:91][N:90]=[N:89]1. No catalyst specified. The product is [N:88]1([CH2:93][C:94]([NH:1][C@:2]23[CH2:37][CH2:36][C@@H:35]([C:38]([CH3:40])=[CH2:39])[C@@H:3]2[C@@H:4]2[C@@:17]([CH3:20])([CH2:18][CH2:19]3)[C@@:16]3([CH3:21])[C@@H:7]([C@:8]4([CH3:34])[C@@H:13]([CH2:14][CH2:15]3)[C:12]([CH3:22])([CH3:23])[C:11]([C:24]3[CH:25]=[CH:26][C:27]([C:28]([OH:30])=[O:29])=[CH:32][CH:33]=3)=[CH:10][CH2:9]4)[CH2:6][CH2:5]2)=[O:95])[CH:92]=[CH:91][N:90]=[N:89]1. The yield is 0.360.